This data is from NCI-60 drug combinations with 297,098 pairs across 59 cell lines. The task is: Regression. Given two drug SMILES strings and cell line genomic features, predict the synergy score measuring deviation from expected non-interaction effect. (1) Drug 1: C1=C(C(=O)NC(=O)N1)F. Drug 2: C1=NC2=C(N1)C(=S)N=C(N2)N. Cell line: SF-539. Synergy scores: CSS=37.3, Synergy_ZIP=-12.3, Synergy_Bliss=-15.2, Synergy_Loewe=-5.77, Synergy_HSA=-4.50. (2) Drug 1: C1CCC(CC1)NC(=O)N(CCCl)N=O. Drug 2: CC1CCCC2(C(O2)CC(NC(=O)CC(C(C(=O)C(C1O)C)(C)C)O)C(=CC3=CSC(=N3)C)C)C. Cell line: NCI-H522. Synergy scores: CSS=20.3, Synergy_ZIP=-6.07, Synergy_Bliss=-2.59, Synergy_Loewe=-2.29, Synergy_HSA=-1.99. (3) Drug 1: CC1=C(C=C(C=C1)NC2=NC=CC(=N2)N(C)C3=CC4=NN(C(=C4C=C3)C)C)S(=O)(=O)N.Cl. Drug 2: C1CN(P(=O)(OC1)NCCCl)CCCl. Cell line: HL-60(TB). Synergy scores: CSS=-20.1, Synergy_ZIP=13.1, Synergy_Bliss=3.76, Synergy_Loewe=-18.9, Synergy_HSA=-19.5.